From a dataset of Forward reaction prediction with 1.9M reactions from USPTO patents (1976-2016). Predict the product of the given reaction. (1) Given the reactants [Cl:1][C:2]1[CH:3]=[C:4]([CH:25]=[CH:26][C:27]=1[F:28])[CH2:5][C:6]1[S:7][C:8]2[C:15]([C:16]3[CH:17]=[C:18]([CH:22]=[CH:23][CH:24]=3)[C:19](O)=[O:20])=[CH:14][CH:13]=[CH:12][C:9]=2[C:10]=1[CH3:11].[CH3:29][O:30][CH2:31][CH2:32][NH2:33], predict the reaction product. The product is: [Cl:1][C:2]1[CH:3]=[C:4]([CH:25]=[CH:26][C:27]=1[F:28])[CH2:5][C:6]1[S:7][C:8]2[C:15]([C:16]3[CH:17]=[C:18]([CH:22]=[CH:23][CH:24]=3)[C:19]([NH:33][CH2:32][CH2:31][O:30][CH3:29])=[O:20])=[CH:14][CH:13]=[CH:12][C:9]=2[C:10]=1[CH3:11]. (2) Given the reactants [CH2:1]([C:4]1[O:5][C:6]2[C:12]([CH2:13][OH:14])=[CH:11][C:10]([O:15][C:16]([F:19])([F:18])[F:17])=[CH:9][C:7]=2[CH:8]=1)[CH2:2]C.O[C:21]1[CH:22]=[CH:23][C:24]([CH2:30][CH2:31][C:32]([O:34]CC)=[O:33])=[C:25]2[C:29]=1[CH2:28][CH2:27][CH2:26]2, predict the reaction product. The product is: [CH2:1]([C:4]1[O:5][C:6]2[C:12]([CH2:13][O:14][C:21]3[CH:22]=[CH:23][C:24]([CH2:30][CH2:31][C:32]([OH:34])=[O:33])=[C:25]4[C:29]=3[CH2:28][CH2:27][CH2:26]4)=[CH:11][C:10]([O:15][C:16]([F:17])([F:18])[F:19])=[CH:9][C:7]=2[CH:8]=1)[CH3:2]. (3) Given the reactants [CH2:1]([O:8][C:9]1[CH:16]=[CH:15][C:12]([CH:13]=O)=[CH:11][CH:10]=1)[C:2]1[CH:7]=[CH:6][CH:5]=[CH:4][CH:3]=1.[NH2:17][C:18]1[N:23]=[C:22]([CH2:24][C:25]([O:27][CH2:28][CH3:29])=[O:26])[CH:21]=[CH:20][C:19]=1[N+:30]([O-])=O.S(S([O-])=O)([O-])=O.[Na+].[Na+].[NH4+].[OH-], predict the reaction product. The product is: [CH2:1]([O:8][C:9]1[CH:16]=[CH:15][C:12]([C:13]2[NH:17][C:18]3=[N:23][C:22]([CH2:24][C:25]([O:27][CH2:28][CH3:29])=[O:26])=[CH:21][CH:20]=[C:19]3[N:30]=2)=[CH:11][CH:10]=1)[C:2]1[CH:7]=[CH:6][CH:5]=[CH:4][CH:3]=1. (4) The product is: [CH3:1][O:2][C:3]1[CH:8]=[CH:7][C:6]([CH3:9])=[CH:5][C:4]=1[C:16]1[CH2:17][C:18]([CH3:21])([CH3:20])[CH2:19][C:14]([CH3:30])([CH3:13])[CH:15]=1. Given the reactants [CH3:1][O:2][C:3]1[CH:8]=[CH:7][C:6]([CH3:9])=[CH:5][C:4]=1B(O)O.[CH3:13][C:14]1([CH3:30])[CH2:19][C:18]([CH3:21])([CH3:20])[CH2:17][C:16](OS(C(F)(F)F)(=O)=O)=[CH:15]1.COCCOC.C(=O)([O-])[O-].[Na+].[Na+], predict the reaction product.